This data is from Forward reaction prediction with 1.9M reactions from USPTO patents (1976-2016). The task is: Predict the product of the given reaction. (1) Given the reactants [CH:1]1([NH:7][C:8](=[O:22])[C@H:9]2[CH2:13][C@@H:12]([OH:14])[CH2:11][N:10]2[CH2:15][CH:16]2[CH2:21][CH2:20][NH:19][CH2:18][CH2:17]2)[CH2:6][CH2:5][CH2:4][CH2:3][CH2:2]1.[CH2:23]1COCC1.C(O)=O.C=O, predict the reaction product. The product is: [CH:1]1([NH:7][C:8](=[O:22])[C@H:9]2[CH2:13][C@@H:12]([OH:14])[CH2:11][N:10]2[CH2:15][CH:16]2[CH2:17][CH2:18][N:19]([CH3:23])[CH2:20][CH2:21]2)[CH2:2][CH2:3][CH2:4][CH2:5][CH2:6]1. (2) Given the reactants O(P(O[C:18]1[N:19]([C:24]([O:26][C:27]([CH3:30])([CH3:29])[CH3:28])=[O:25])[CH2:20][CH2:21][O:22][CH:23]=1)(OC1C=CC=CC=1)=O)C1C=CC=CC=1.[CH2:31]([N:38]1[CH:42]=[C:41](B2OC(C)(C)C(C)(C)O2)[CH:40]=[N:39]1)[C:32]1[CH:37]=[CH:36][CH:35]=[CH:34][CH:33]=1, predict the reaction product. The product is: [CH2:31]([N:38]1[CH:42]=[C:41]([C:18]2[N:19]([C:24]([O:26][C:27]([CH3:28])([CH3:29])[CH3:30])=[O:25])[CH2:20][CH2:21][O:22][CH:23]=2)[CH:40]=[N:39]1)[C:32]1[CH:37]=[CH:36][CH:35]=[CH:34][CH:33]=1. (3) Given the reactants Cl.[NH2:2][C:3]([NH2:5])=[NH:4].[Na].[C:7]([O:11][C:12]([N:14]1[CH2:19][CH2:18][C:17](=O)[C:16](=[CH:21]N(C)C)[CH2:15]1)=[O:13])([CH3:10])([CH3:9])[CH3:8], predict the reaction product. The product is: [C:7]([O:11][C:12]([N:14]1[CH2:19][CH2:18][C:17]2[N:4]=[C:3]([NH2:5])[N:2]=[CH:21][C:16]=2[CH2:15]1)=[O:13])([CH3:10])([CH3:8])[CH3:9]. (4) The product is: [Cl:6][C:7]1[CH:13]=[CH:12][CH:11]=[C:10]([Cl:14])[C:8]=1[N+:9]([O-:2])=[O:17]. Given the reactants S(=O)(=O)(O)[OH:2].[Cl:6][C:7]1[CH:13]=[CH:12][CH:11]=[C:10]([Cl:14])[C:8]=1[NH2:9].OO.[OH-:17].[K+], predict the reaction product. (5) Given the reactants I[C:2]1[CH:8]=[CH:7][C:5]([NH2:6])=[CH:4][CH:3]=1.[C:9]([C:11]1[CH:16]=[CH:15][C:14]([CH2:17][CH2:18][CH2:19][CH3:20])=[CH:13][CH:12]=1)#[CH:10], predict the reaction product. The product is: [CH2:17]([C:14]1[CH:13]=[CH:12][C:11]([C:9]#[C:10][C:2]2[CH:8]=[CH:7][C:5]([NH2:6])=[CH:4][CH:3]=2)=[CH:16][CH:15]=1)[CH2:18][CH2:19][CH3:20]. (6) Given the reactants [CH3:1][N:2]1[C:6]2[CH:7]=[CH:8][CH:9]=[CH:10][C:5]=2[N:4]=[C:3]1[CH2:11]O.O=S(Cl)[Cl:15], predict the reaction product. The product is: [Cl:15][CH2:11][C:3]1[N:2]([CH3:1])[C:6]2[CH:7]=[CH:8][CH:9]=[CH:10][C:5]=2[N:4]=1.